Dataset: Peptide-MHC class II binding affinity with 134,281 pairs from IEDB. Task: Regression. Given a peptide amino acid sequence and an MHC pseudo amino acid sequence, predict their binding affinity value. This is MHC class II binding data. (1) The peptide sequence is AFILDGDNLAPKV. The MHC is HLA-DQA10501-DQB10201 with pseudo-sequence HLA-DQA10501-DQB10201. The binding affinity (normalized) is 0.459. (2) The peptide sequence is YDKFCANVSTVLTGK. The MHC is DRB1_1101 with pseudo-sequence DRB1_1101. The binding affinity (normalized) is 0.620. (3) The peptide sequence is KGKSAWYVDTEIINE. The MHC is DRB1_0404 with pseudo-sequence DRB1_0404. The binding affinity (normalized) is 0.326. (4) The peptide sequence is VIDVKLVDANGTLHD. The MHC is HLA-DPA10103-DPB10301 with pseudo-sequence HLA-DPA10103-DPB10301. The binding affinity (normalized) is 0.326. (5) The peptide sequence is IALLVLAVGPAYSAH. The MHC is DRB1_1101 with pseudo-sequence DRB1_1101. The binding affinity (normalized) is 0.750. (6) The peptide sequence is TKQQVFIQSEDPPVL. The MHC is HLA-DQA10301-DQB10302 with pseudo-sequence HLA-DQA10301-DQB10302. The binding affinity (normalized) is 0.357. (7) The MHC is DRB1_1501 with pseudo-sequence DRB1_1501. The binding affinity (normalized) is 0.317. The peptide sequence is SGHVIPACKNLSPSA.